This data is from Forward reaction prediction with 1.9M reactions from USPTO patents (1976-2016). The task is: Predict the product of the given reaction. (1) Given the reactants [F:1][C:2]1([F:10])[CH2:6][CH2:5][CH:4]([C:7](=[O:9])[CH3:8])[CH2:3]1.[F:11][C:12]([F:31])([F:30])[S:13](N(C1C=CC=CC=1)[S:13]([C:12]([F:31])([F:30])[F:11])(=[O:15])=[O:14])(=[O:15])=[O:14], predict the reaction product. The product is: [F:11][C:12]([F:31])([F:30])[S:13]([O:9][C:7]([CH:4]1[CH2:5][CH2:6][C:2]([F:10])([F:1])[CH2:3]1)=[CH2:8])(=[O:15])=[O:14]. (2) The product is: [C:1]([O:5][C:6]([NH:8][C@H:9]([CH3:16])[C:10]([N:12]([O:14][CH3:15])[CH3:13])=[O:11])=[O:7])([CH3:4])([CH3:3])[CH3:2]. Given the reactants [C:1]([O:5][C:6]([NH:8][C@@H:9]([CH3:16])[C:10]([N:12]([O:14][CH3:15])[CH3:13])=[O:11])=[O:7])([CH3:4])([CH3:3])[CH3:2].C(N[C@@H](C(O)=O)C)(OC(C)(C)C)=O, predict the reaction product. (3) Given the reactants [Cl:1][C:2]1[CH:3]=[C:4]([S:9]([C:12]2[CH:17]=[CH:16][C:15]([CH2:18][CH2:19][NH:20]C(=O)C(F)(F)F)=[CH:14][CH:13]=2)(=[O:11])=[O:10])[CH:5]=[CH:6][C:7]=1[OH:8].[OH-].[Na+].Cl, predict the reaction product. The product is: [NH2:20][CH2:19][CH2:18][C:15]1[CH:16]=[CH:17][C:12]([S:9]([C:4]2[CH:5]=[CH:6][C:7]([OH:8])=[C:2]([Cl:1])[CH:3]=2)(=[O:10])=[O:11])=[CH:13][CH:14]=1. (4) Given the reactants [Cl:1][C:2]1[CH:3]=[C:4]([CH:6]=[CH:7][C:8]=1[O:9][C:10]1[CH:15]=[CH:14][CH:13]=[C:12]([O:16][CH2:17][CH:18]([CH3:20])[CH3:19])[CH:11]=1)[NH2:5].C(O[C:26](=[O:40])[NH:27][CH2:28][CH2:29][N:30]1[C:38]2[C:37](Cl)=[N:36][CH:35]=[N:34][C:33]=2[CH:32]=[CH:31]1)(C)(C)C.[CH3:41][C:42]([S:47]([CH3:50])(=[O:49])=[O:48])(C)[C:43](O)=O.Cl.C(N=C=NCCCN(C)C)C.ON1C2C=CC=CC=2N=N1, predict the reaction product. The product is: [Cl:1][C:2]1[CH:3]=[C:4]([NH:5][C:37]2[C:38]3[N:30]([CH2:29][CH2:28][NH:27][C:26](=[O:40])[C:42]([CH3:43])([S:47]([CH3:50])(=[O:49])=[O:48])[CH3:41])[CH:31]=[CH:32][C:33]=3[N:34]=[CH:35][N:36]=2)[CH:6]=[CH:7][C:8]=1[O:9][C:10]1[CH:15]=[CH:14][CH:13]=[C:12]([O:16][CH2:17][CH:18]([CH3:20])[CH3:19])[CH:11]=1. (5) Given the reactants [NH2:1][C:2]1[N:3]=[C:4]([CH3:21])[C:5]2[CH:11]=[C:10](Br)[C:9](=[O:13])[N:8]([C@H:14]3[CH2:19][CH2:18][C@H:17]([OH:20])[CH2:16][CH2:15]3)[C:6]=2[N:7]=1.[B-](F)(F)(F)[C:23]1[NH:27][N:26]=[CH:25][CH:24]=1.[K+].C(N(CC)CC)C, predict the reaction product. The product is: [NH2:1][C:2]1[N:3]=[C:4]([CH3:21])[C:5]2[CH:11]=[C:10]([C:25]3[CH:24]=[CH:23][NH:27][N:26]=3)[C:9](=[O:13])[N:8]([C@H:14]3[CH2:19][CH2:18][C@H:17]([OH:20])[CH2:16][CH2:15]3)[C:6]=2[N:7]=1. (6) Given the reactants [N+:1]([C:4]1[C:12]2[O:11][C:10]([NH:13][CH:14]3[CH2:19][CH2:18][NH:17][CH2:16][CH2:15]3)=[N:9][C:8]=2[CH:7]=[CH:6][CH:5]=1)([O-:3])=[O:2].[CH2:20]([O:22][C:23]1[CH:24]=[C:25]([CH:28]=[CH:29][C:30]=1[O:31][CH3:32])[CH:26]=O)[CH3:21].C(N(C(C)C)C(C)C)C.C(O)(=O)C.C([BH3-])#N.[Na+].C(=O)([O-])[O-].[Na+].[Na+], predict the reaction product. The product is: [CH2:20]([O:22][C:23]1[CH:24]=[C:25]([CH:28]=[CH:29][C:30]=1[O:31][CH3:32])[CH2:26][N:17]1[CH2:18][CH2:19][CH:14]([NH:13][C:10]2[O:11][C:12]3[C:4]([N+:1]([O-:3])=[O:2])=[CH:5][CH:6]=[CH:7][C:8]=3[N:9]=2)[CH2:15][CH2:16]1)[CH3:21]. (7) Given the reactants [Br:1][C:2]1[CH:3]=[C:4]2[N:10]=[C:9]([C:11]3[CH:16]=[CH:15][C:14]([O:17][CH2:18][CH2:19]Cl)=[CH:13][CH:12]=3)[NH:8][C:5]2=[N:6][CH:7]=1.[CH2:21]([NH2:27])[CH:22]1[O:26][CH2:25][CH2:24][CH2:23]1, predict the reaction product. The product is: [Br:1][C:2]1[CH:3]=[C:4]2[N:10]=[C:9]([C:11]3[CH:16]=[CH:15][C:14]([O:17][CH2:18][CH2:19][NH:27][CH2:21][CH:22]4[CH2:23][CH2:24][CH2:25][O:26]4)=[CH:13][CH:12]=3)[NH:8][C:5]2=[N:6][CH:7]=1.